From a dataset of Full USPTO retrosynthesis dataset with 1.9M reactions from patents (1976-2016). Predict the reactants needed to synthesize the given product. (1) Given the product [CH3:26][C:42]([CH3:43])([CH3:44])[CH2:41][N:40]1[C:35]2[C:36](=[N:37][C:32]([C:7]3[CH:8]4[CH2:15][CH2:14][CH:11]([C:12]=3[CH3:13])[N:10]([C:16]3[CH:21]=[CH:20][C:19]([O:22][CH3:23])=[CH:18][CH:17]=3)[CH2:9]4)=[CH:33][CH:34]=2)[N:38]([CH3:46])[C:39]1=[O:45], predict the reactants needed to synthesize it. The reactants are: FC(F)(F)S(O[C:7]1[CH:8]2[CH2:15][CH2:14][CH:11]([C:12]=1[CH3:13])[N:10]([C:16]1[CH:21]=[CH:20][C:19]([O:22][CH3:23])=[CH:18][CH:17]=1)[CH2:9]2)(=O)=O.[C:26]([O-])(=O)C.[K+].Cl[C:32]1[N:37]=[C:36]2[N:38]([CH3:46])[C:39](=[O:45])[N:40]([CH2:41][CH:42]3[CH2:44][CH2:43]3)[C:35]2=[CH:34][CH:33]=1.C([O-])([O-])=O.[Cs+].[Cs+]. (2) The reactants are: Cl[C:2]1[C:7]([CH:8]([CH2:13][CH2:14][CH3:15])[C:9]([O:11][CH3:12])=[O:10])=[C:6]([C:16]2[CH:21]=[CH:20][C:19]([CH3:22])=[CH:18][CH:17]=2)[N:5]=[C:4]([N:23]2[CH2:28][CH2:27][CH2:26][CH2:25][CH2:24]2)[N:3]=1.C(O)(=[O:31])C. Given the product [O:31]=[C:2]1[NH:3][C:4]([N:23]2[CH2:28][CH2:27][CH2:26][CH2:25][CH2:24]2)=[N:5][C:6]([C:16]2[CH:21]=[CH:20][C:19]([CH3:22])=[CH:18][CH:17]=2)=[C:7]1[CH:8]([CH2:13][CH2:14][CH3:15])[C:9]([O:11][CH3:12])=[O:10], predict the reactants needed to synthesize it.